Dataset: Full USPTO retrosynthesis dataset with 1.9M reactions from patents (1976-2016). Task: Predict the reactants needed to synthesize the given product. (1) Given the product [CH2:1]([O:8][C:9]1[CH:10]=[C:11]([CH2:12][OH:13])[CH:15]=[CH:16][C:17]=1[CH3:18])[C:2]1[CH:7]=[CH:6][CH:5]=[CH:4][CH:3]=1, predict the reactants needed to synthesize it. The reactants are: [CH2:1]([O:8][C:9]1[CH:10]=[C:11]([CH:15]=[CH:16][C:17]=1[CH3:18])[C:12](O)=[O:13])[C:2]1[CH:7]=[CH:6][CH:5]=[CH:4][CH:3]=1.B.C1COCC1.CO.O. (2) The reactants are: [OH:1][CH2:2][C:3]1[C:4]([CH3:28])=[C:5]2[C:10]([NH:11][C:12]3[CH:17]=[CH:16][C:15]([O:18][C:19]4[CH:24]=[CH:23][CH:22]=[CH:21][CH:20]=4)=[CH:14][CH:13]=3)=[C:9]([C:25]#[N:26])[CH:8]=[N:7][N:6]2[CH:27]=1.[CH2:29]([O:31][C:32](=[O:35])[CH2:33]Br)[CH3:30].C([O-])([O-])=O.[K+].[K+]. Given the product [CH2:29]([O:31][C:32](=[O:35])[CH2:33][O:1][CH2:2][C:3]1[C:4]([CH3:28])=[C:5]2[C:10]([NH:11][C:12]3[CH:13]=[CH:14][C:15]([O:18][C:19]4[CH:24]=[CH:23][CH:22]=[CH:21][CH:20]=4)=[CH:16][CH:17]=3)=[C:9]([C:25]#[N:26])[CH:8]=[N:7][N:6]2[CH:27]=1)[CH3:30], predict the reactants needed to synthesize it. (3) The reactants are: C([O:8][CH2:9][CH2:10][N:11]1[CH2:16][CH2:15][N:14]([C:17]2[CH:22]=[CH:21][C:20]([C:23]([O:32][CH2:33][O:34][CH3:35])([C:28]([F:31])([F:30])[F:29])[C:24]([F:27])([F:26])[F:25])=[CH:19][C:18]=2/[CH:36]=[CH:37]\[CH3:38])[CH2:13][CH2:12]1)C1C=CC=CC=1. Given the product [F:26][C:24]([F:25])([F:27])[C:23]([C:20]1[CH:21]=[CH:22][C:17]([N:14]2[CH2:13][CH2:12][N:11]([CH2:10][CH2:9][OH:8])[CH2:16][CH2:15]2)=[C:18]([CH2:36][CH2:37][CH3:38])[CH:19]=1)([O:32][CH2:33][O:34][CH3:35])[C:28]([F:31])([F:30])[F:29], predict the reactants needed to synthesize it. (4) The reactants are: [ClH:1].C(OC([N:9]1[CH2:12][CH2:11][C@H:10]1[CH2:13][O:14][C:15]1[CH:16]=[N:17][CH:18]=[C:19]([C@@H:21]2[CH2:23][C@H:22]2[CH2:24][CH2:25][F:26])[CH:20]=1)=O)(C)(C)C. Given the product [ClH:1].[NH:9]1[CH2:12][CH2:11][C@H:10]1[CH2:13][O:14][C:15]1[CH:16]=[N:17][CH:18]=[C:19]([C@@H:21]2[CH2:23][C@H:22]2[CH2:24][CH2:25][F:26])[CH:20]=1, predict the reactants needed to synthesize it.